Dataset: Reaction yield outcomes from USPTO patents with 853,638 reactions. Task: Predict the reaction yield, written as a fraction of the theoretical maximum amount of product (1.0 means a 100% yield; for example, 0.34 means a 34% yield). (1) The reactants are N1C2C(=CC=CC=2)C=N1.[F:10][C:11]([F:22])([F:21])[C:12]1[CH:13]=[C:14]2[C:18](=[CH:19][CH:20]=1)[NH:17][N:16]=[CH:15]2.C([O-])([O-])=O.[K+].[K+].[Cl:29][C:30]1[CH:37]=[CH:36][C:33]([CH2:34]Br)=[CH:32][CH:31]=1. The catalyst is CN(C=O)C.O. The product is [Cl:29][C:30]1[CH:37]=[CH:36][C:33]([CH2:34][N:17]2[C:18]3[C:14](=[CH:13][C:12]([C:11]([F:10])([F:21])[F:22])=[CH:20][CH:19]=3)[CH:15]=[N:16]2)=[CH:32][CH:31]=1.[Cl:29][C:30]1[CH:37]=[CH:36][C:33]([CH2:34][N:16]2[CH:15]=[C:14]3[C:18]([CH:19]=[CH:20][C:12]([C:11]([F:10])([F:21])[F:22])=[CH:13]3)=[N:17]2)=[CH:32][CH:31]=1. The yield is 0.150. (2) The reactants are [NH2:1][CH2:2][C@@:3]1([CH3:21])[CH2:7][CH2:6][C@@H:5]([NH:8][C:9](=[O:18])[O:10][CH2:11][C:12]2[CH:17]=[CH:16][CH:15]=[CH:14][CH:13]=2)[C:4]1([CH3:20])[CH3:19].C(N(CC)CC)C.[C:29](O[C:29]([O:31][C:32]([CH3:35])([CH3:34])[CH3:33])=[O:30])([O:31][C:32]([CH3:35])([CH3:34])[CH3:33])=[O:30]. The catalyst is C1COCC1.C(OCC)(=O)C. The product is [CH2:11]([O:10][C:9]([NH:8][C@@H:5]1[CH2:6][CH2:7][C@@:3]([CH2:2][NH:1][C:29]([O:31][C:32]([CH3:35])([CH3:34])[CH3:33])=[O:30])([CH3:21])[C:4]1([CH3:20])[CH3:19])=[O:18])[C:12]1[CH:13]=[CH:14][CH:15]=[CH:16][CH:17]=1. The yield is 0.900. (3) The reactants are O[C:2]1C=[CH:10][C:5]([C:6]([O:8][CH3:9])=[O:7])=[CH:4][C:3]=1I.ClCI.C([Zn][CH2:19][CH3:20])C.[NH4+:21].[Cl-].[NH4+].[OH-:24]. The catalyst is ClCCCl.CCOC(C)=O. The product is [C:2]([C:3]1[CH:4]=[C:5]([CH:10]=[CH:19][C:20]=1[OH:24])[C:6]([O:8][CH3:9])=[O:7])#[N:21]. The yield is 0.300.